Dataset: Forward reaction prediction with 1.9M reactions from USPTO patents (1976-2016). Task: Predict the product of the given reaction. Given the reactants [CH2:1]([N:8]1[CH2:13][CH2:12][C:11](=O)[CH2:10][CH2:9]1)[C:2]1[CH:7]=[CH:6][CH:5]=[CH:4][CH:3]=1.[NH2:15][C:16]1[CH:21]=[CH:20][CH:19]=[CH:18][CH:17]=1.O.[C:23]1(C)[CH:28]=CC(S(O)(=O)=O)=[CH:25][CH:24]=1, predict the reaction product. The product is: [CH2:1]([N:8]1[CH2:13][CH2:12][C:11]([NH:15][C:16]2[CH:21]=[CH:20][CH:19]=[CH:18][CH:17]=2)([CH2:28][CH2:23][CH2:24][CH3:25])[CH2:10][CH2:9]1)[C:2]1[CH:7]=[CH:6][CH:5]=[CH:4][CH:3]=1.